This data is from Catalyst prediction with 721,799 reactions and 888 catalyst types from USPTO. The task is: Predict which catalyst facilitates the given reaction. (1) Reactant: Cl.[CH3:2][O:3][C:4]1[CH:5]=[C:6]2[C:11](=[C:12]3[CH2:16][C:15]([CH3:18])([CH3:17])[O:14][C:13]=13)[C:10]([C:19]1[CH:20]=[C:21]([CH:25]=[CH:26][CH:27]=1)[C:22](Cl)=[O:23])=[N:9][C:8]([CH3:29])([CH3:28])[CH2:7]2.[NH2:30][C:31]1[CH:36]=[CH:35][N:34]=[CH:33][CH:32]=1.C(=O)([O-])O.[Na+]. Product: [N:34]1[CH:35]=[CH:36][C:31]([NH:30][C:22](=[O:23])[C:21]2[CH:25]=[CH:26][CH:27]=[C:19]([C:10]3[C:11]4[C:6](=[CH:5][C:4]([O:3][CH3:2])=[C:13]5[O:14][C:15]([CH3:18])([CH3:17])[CH2:16][C:12]5=4)[CH2:7][C:8]([CH3:29])([CH3:28])[N:9]=3)[CH:20]=2)=[CH:32][CH:33]=1. The catalyst class is: 17. (2) Reactant: Cl[CH2:2][O:3][C:4](=[O:24])[C:5]([CH3:23])([CH3:22])[CH2:6][O:7][C:8](=[O:21])[C@H:9]([CH:18]([CH3:20])[CH3:19])[NH:10][C:11]([O:13][C:14]([CH3:17])([CH3:16])[CH3:15])=[O:12].[I-:25].[Na+]. Product: [I:25][CH2:2][O:3][C:4](=[O:24])[C:5]([CH3:23])([CH3:22])[CH2:6][O:7][C:8](=[O:21])[C@H:9]([CH:18]([CH3:20])[CH3:19])[NH:10][C:11]([O:13][C:14]([CH3:17])([CH3:16])[CH3:15])=[O:12]. The catalyst class is: 10. (3) Reactant: [NH2:1][C:2]1[CH:14]=[C:13]2[C:5]([C:6]3[CH:7]=[C:8]([C:22]4[C:23]([CH3:28])=[N:24][O:25][C:26]=4[CH3:27])[CH:9]=[C:10]([C:19]([NH2:21])=[O:20])[C:11]=3[N:12]2[CH2:15][CH:16]2[CH2:18][CH2:17]2)=[CH:4][CH:3]=1.C(Cl)Cl.[N:32]([CH2:35][CH3:36])=[C:33]=[O:34]. Product: [CH:16]1([CH2:15][N:12]2[C:11]3[C:10]([C:19]([NH2:21])=[O:20])=[CH:9][C:8]([C:22]4[C:23]([CH3:28])=[N:24][O:25][C:26]=4[CH3:27])=[CH:7][C:6]=3[C:5]3[C:13]2=[CH:14][C:2]([NH:1][C:33](=[O:34])[NH:32][CH2:35][CH3:36])=[CH:3][CH:4]=3)[CH2:18][CH2:17]1. The catalyst class is: 377. (4) Reactant: [C:1]1([C@@H:7]2[CH2:9][C@H:8]2[NH:10][C:11]2[C:12]3[N:23]=[N:22][N:21]([C@@H:24]4[C:28]5([CH2:30][CH2:29]5)[C@H:27]([OH:31])[C@@H:26](O)[C@H:25]4O)[C:13]=3[N:14]=[C:15]([S:17][CH2:18][CH2:19][CH3:20])[N:16]=2)[CH:6]=[CH:5][CH:4]=[CH:3][CH:2]=1.C1([C@@H]2C[C@H]2N)C=CC=CC=1.[OH:44][CH:45](C(O)C([O-])=O)[C:46]([O-])=O.C(N(CC)C(C)C)(C)C. Product: [C:45]([O:31][C@@H:27]1[CH:26]=[CH:25][C@H:24]([N:21]2[C:13]3[N:14]=[C:15]([S:17][CH2:18][CH2:19][CH3:20])[N:16]=[C:11]([NH:10][C@@H:8]4[CH2:9][C@H:7]4[C:1]4[CH:2]=[CH:3][CH:4]=[CH:5][CH:6]=4)[C:12]=3[N:23]=[N:22]2)[C:28]21[CH2:29][CH2:30]2)(=[O:44])[CH3:46]. The catalyst class is: 4.